This data is from Cav3 T-type calcium channel HTS with 100,875 compounds. The task is: Binary Classification. Given a drug SMILES string, predict its activity (active/inactive) in a high-throughput screening assay against a specified biological target. (1) The drug is S(Cc1ccc(C(=O)Nc2c(c([N+]([O-])=O)ccc2)C)cc1)c1ccc(cc1)C. The result is 0 (inactive). (2) The compound is Clc1c(CSc2nc3CCCCc3c(N(C)C)n2)cccc1. The result is 0 (inactive). (3) The drug is S(=O)(=O)(N(C1CC1)CC(=O)Nc1ccccc1)c1ccc(S(=O)(=O)N2CCCCCC2)cc1. The result is 0 (inactive). (4) The compound is O(c1c(C2n3[nH]cnc3=NC(=C2C(=O)C)C)cccc1)Cc1ccccc1. The result is 0 (inactive). (5) The result is 0 (inactive). The compound is S(=O)(=O)(c1c(n(CC2OCCC2)c2nc3n(c(=O)c2c1)cccc3)=N)c1ccccc1. (6) The compound is s1c2nc(CN3CCN(CC3)c3ccc(F)cc3)cc(=O)n2cc1. The result is 0 (inactive). (7) The molecule is O=C(Nc1c(cccc1)C(O)=O)c1nc2c(cc1)cccc2. The result is 0 (inactive). (8) The result is 0 (inactive). The molecule is S(c1n(CC)c(=O)c2c(n1)cccc2)CC(=O)Nc1cc(ccc1)C(OCC)=O.